This data is from Reaction yield outcomes from USPTO patents with 853,638 reactions. The task is: Predict the reaction yield, written as a fraction of the theoretical maximum amount of product (1.0 means a 100% yield; for example, 0.34 means a 34% yield). (1) The reactants are [Cl:1][C:2]1[CH:3]=[CH:4][CH:5]=[C:6]2[C:10]=1[NH:9][CH:8]=[CH:7]2.[CH3:11]C1C2C(=CC=CC=2)NC=1. No catalyst specified. The product is [Cl:1][C:2]1[CH:3]=[CH:4][CH:5]=[C:6]2[C:10]=1[N:9]([CH3:11])[CH:8]=[CH:7]2. The yield is 1.00. (2) The reactants are [Br-].[Br-].[Br-].[NH+:4]1[CH:9]=[CH:8][CH:7]=[CH:6][CH:5]=1.[NH+]1[CH:15]=[CH:14][CH:13]=[CH:12]C=1.[NH+]1C=C[CH:19]=[CH:18][CH:17]=1.[C:22]([OH:25])(=O)[CH3:23].C[C:27]([OH:30])(C)C.C(O)C.C(O)(=O)C. The catalyst is [Zn]. The product is [CH3:27][O:30][C:14]1[CH:13]=[CH:12][C:6]([C:7]2[CH:19]=[CH:18][CH:17]=[C:9]3[C:8]=2[CH2:23][C:22](=[O:25])[NH:4]3)=[CH:5][CH:15]=1. The yield is 0.840.